The task is: Regression. Given a peptide amino acid sequence and an MHC pseudo amino acid sequence, predict their binding affinity value. This is MHC class I binding data.. This data is from Peptide-MHC class I binding affinity with 185,985 pairs from IEDB/IMGT. The peptide sequence is TLKDGDFIL. The MHC is HLA-A23:01 with pseudo-sequence HLA-A23:01. The binding affinity (normalized) is 0.0847.